Dataset: Full USPTO retrosynthesis dataset with 1.9M reactions from patents (1976-2016). Task: Predict the reactants needed to synthesize the given product. (1) Given the product [CH2:24]([O:27][C:28]1[C:33]([C:34]([CH3:35])([CH3:36])[CH3:37])=[CH:32][C:31]([CH3:38])=[CH:30][C:29]=1[Si:39]([CH:10]1[C:9]2[CH:8]=[C:7]([C:3]([CH3:6])([CH3:5])[CH3:4])[CH:19]=[CH:18][C:17]=2[C:16]2[C:11]1=[CH:12][C:13]([C:20]([CH3:23])([CH3:22])[CH3:21])=[CH:14][CH:15]=2)([CH2:40][CH3:41])[CH2:42][CH3:43])[CH:25]=[CH2:26], predict the reactants needed to synthesize it. The reactants are: [H-].[K+].[C:3]([C:7]1[CH:19]=[CH:18][C:17]2[C:16]3[C:11](=[CH:12][C:13]([C:20]([CH3:23])([CH3:22])[CH3:21])=[CH:14][CH:15]=3)[CH2:10][C:9]=2[CH:8]=1)([CH3:6])([CH3:5])[CH3:4].[CH2:24]([O:27][C:28]1[C:33]([C:34]([CH3:37])([CH3:36])[CH3:35])=[CH:32][C:31]([CH3:38])=[CH:30][C:29]=1[Si:39](Cl)([CH2:42][CH3:43])[CH2:40][CH3:41])[CH:25]=[CH2:26].C(=O)([O-])O.[Na+].C(=O)([O-])[O-].[Na+].[Na+]. (2) Given the product [Cl:1][C:2]1[CH:7]=[C:6]([C:8]([F:11])([F:10])[F:9])[C:5]([F:12])=[C:4]([F:13])[C:3]=1[CH2:14][I:16], predict the reactants needed to synthesize it. The reactants are: [Cl:1][C:2]1[CH:7]=[C:6]([C:8]([F:11])([F:10])[F:9])[C:5]([F:12])=[C:4]([F:13])[C:3]=1[CH2:14]Cl.[I-:16].[Na+]. (3) Given the product [CH3:7][C:6]1([CH3:8])[C:2]([CH3:1])([CH3:23])[O:3][B:4]([C:9]2[CH:18]=[C:17]([CH2:19][OH:20])[CH:16]=[CH:15][C:10]=2[CH2:11][OH:12])[O:5]1, predict the reactants needed to synthesize it. The reactants are: [CH3:1][C:2]1([CH3:23])[C:6]([CH3:8])([CH3:7])[O:5][B:4]([C:9]2[CH:18]=[C:17]([C:19](OC)=[O:20])[CH:16]=[CH:15][C:10]=2[C:11](OC)=[O:12])[O:3]1.[H-].C([Al+]CC(C)C)C(C)C.Cl.